Dataset: Catalyst prediction with 721,799 reactions and 888 catalyst types from USPTO. Task: Predict which catalyst facilitates the given reaction. (1) The catalyst class is: 27. Reactant: N12CCN(CC1)CC2.C([Li])CCC.[F:14][C:15]1[CH:16]=[N:17][CH:18]=[CH:19][CH:20]=1.[C:21](=[O:23])=[O:22]. Product: [F:14][C:15]1[C:16]([C:21]([OH:23])=[O:22])=[N:17][CH:18]=[CH:19][CH:20]=1. (2) Reactant: CC([N:5]([CH:9]1[CH2:14][CH2:13][N:12]([CH2:15][CH:16]2[C:26]3=[C:27]4[C:22](=[CH:23][CH:24]=[C:25]3[F:28])[CH:21]=[CH:20][C:19](=[O:29])[N:18]4[CH2:17]2)[CH2:11][CH2:10]1)C(=O)[O-])(C)C. The catalyst class is: 281. Product: [NH2:5][CH:9]1[CH2:14][CH2:13][N:12]([CH2:15][CH:16]2[C:26]3=[C:27]4[C:22](=[CH:23][CH:24]=[C:25]3[F:28])[CH:21]=[CH:20][C:19](=[O:29])[N:18]4[CH2:17]2)[CH2:11][CH2:10]1. (3) The catalyst class is: 2. Product: [CH3:1][C:2]1[C:7]([S:8]([CH3:11])(=[O:10])=[O:9])=[CH:6][C:5]([N+:13]([O-:15])=[O:14])=[C:4]([OH:12])[CH:3]=1. Reactant: [CH3:1][C:2]1[CH:3]=[C:4]([OH:12])[CH:5]=[CH:6][C:7]=1[S:8]([CH3:11])(=[O:10])=[O:9].[N+:13]([O-])([OH:15])=[O:14].O.